Dataset: Full USPTO retrosynthesis dataset with 1.9M reactions from patents (1976-2016). Task: Predict the reactants needed to synthesize the given product. (1) Given the product [Cl:26][C:25]1[C:17]([CH3:16])=[C:18]2[C:22](=[CH:23][CH:24]=1)[NH:21][C:20](=[O:27])[C:19]2=[CH:9][C:8]1[CH:11]=[CH:12][C:13]([O:14][CH3:15])=[C:6]([CH:1]2[CH2:5][CH2:4][CH2:3][CH2:2]2)[CH:7]=1, predict the reactants needed to synthesize it. The reactants are: [CH:1]1([C:6]2[CH:7]=[C:8]([CH:11]=[CH:12][C:13]=2[O:14][CH3:15])[CH:9]=O)[CH2:5][CH2:4][CH2:3][CH2:2]1.[CH3:16][C:17]1[C:25]([Cl:26])=[CH:24][CH:23]=[C:22]2[C:18]=1[CH2:19][C:20](=[O:27])[NH:21]2. (2) The reactants are: [C:1]([CH2:4][CH2:5][C:6]1[C:10]([CH3:11])=[C:9]([CH:12]=O)[NH:8][C:7]=1[CH3:14])([OH:3])=[O:2].[I:15][C:16]1[CH:17]=[C:18]2[C:22](=[CH:23][CH:24]=1)[NH:21][C:20](=[O:25])[CH2:19]2.N1CCCCC1. Given the product [I:15][C:16]1[CH:17]=[C:18]2[C:22](=[CH:23][CH:24]=1)[NH:21][C:20](=[O:25])[C:19]2=[CH:12][C:9]1[NH:8][C:7]([CH3:14])=[C:6]([CH2:5][CH2:4][C:1]([OH:3])=[O:2])[C:10]=1[CH3:11], predict the reactants needed to synthesize it. (3) Given the product [CH3:20][C:17]([N:12]1[C:11]2[CH:10]=[CH:9][CH:8]=[CH:7][C:6]=2[C:5]2[C:13]1=[CH:1][CH:2]=[CH:3][CH:4]=2)([C:18]#[CH:19])[CH3:21], predict the reactants needed to synthesize it. The reactants are: [CH:1]1[C:13]2[NH:12][C:11]3[C:6](=[CH:7][CH:8]=[CH:9][CH:10]=3)[C:5]=2[CH:4]=[CH:3][CH:2]=1.[H-].[Na+].Cl[C:17]([CH3:21])([CH3:20])[C:18]#[CH:19]. (4) The reactants are: [NH2:1][C:2]1[CH:10]=[CH:9][C:5]([C:6]([OH:8])=[O:7])=[CH:4][C:3]=1[C:11]([OH:13])=O.[CH:14]([NH2:16])=O. Given the product [O:13]=[C:11]1[C:3]2[C:2](=[CH:10][CH:9]=[C:5]([C:6]([OH:8])=[O:7])[CH:4]=2)[N:1]=[CH:14][NH:16]1, predict the reactants needed to synthesize it.